This data is from Full USPTO retrosynthesis dataset with 1.9M reactions from patents (1976-2016). The task is: Predict the reactants needed to synthesize the given product. (1) Given the product [Cl:7][C:8]1[CH:9]=[C:10]([CH:27]=[C:28]([C:30]#[CH:31])[CH:29]=1)[CH2:11][O:12][C:13]1[CH:18]=[CH:17][CH:16]=[CH:15][C:14]=1[CH2:19][C:20]([O:22][C:23]([CH3:24])([CH3:25])[CH3:26])=[O:21], predict the reactants needed to synthesize it. The reactants are: C([O-])([O-])=O.[K+].[K+].[Cl:7][C:8]1[CH:9]=[C:10]([CH:27]=[C:28]([C:30]#[C:31][Si](C)(C)C)[CH:29]=1)[CH2:11][O:12][C:13]1[CH:18]=[CH:17][CH:16]=[CH:15][C:14]=1[CH2:19][C:20]([O:22][C:23]([CH3:26])([CH3:25])[CH3:24])=[O:21]. (2) Given the product [CH3:1][C:2]1[CH:3]=[C:4]([N:9]([CH2:24][CH2:25][C:26]2[CH:31]=[CH:30][C:29]([CH3:32])=[CH:28][CH:27]=2)[C:10](=[O:11])[CH:12]([NH:38][CH:36]([CH3:37])[CH2:35][O:34][CH3:33])[C:13]2[CH:18]=[CH:17][CH:16]=[CH:15][CH:14]=2)[CH:5]=[CH:6][C:7]=1[CH3:8], predict the reactants needed to synthesize it. The reactants are: [CH3:1][C:2]1[CH:3]=[C:4]([N:9]([CH2:24][CH2:25][C:26]2[CH:31]=[CH:30][C:29]([CH3:32])=[CH:28][CH:27]=2)[C:10]([CH:12](OS(C)(=O)=O)[C:13]2[CH:18]=[CH:17][CH:16]=[CH:15][CH:14]=2)=[O:11])[CH:5]=[CH:6][C:7]=1[CH3:8].[CH3:33][O:34][CH2:35][CH:36]([NH2:38])[CH3:37]. (3) The reactants are: [CH3:1][CH:2]1[CH2:8][O:7][C:6](=[O:9])[N:5]([CH2:10][C:11]2[CH:16]=[CH:15][CH:14]=[CH:13][C:12]=2[N+:17]([O-])=O)[CH2:4][CH2:3]1.[Cl-].[NH4+].O. Given the product [NH2:17][C:12]1[CH:13]=[CH:14][CH:15]=[CH:16][C:11]=1[CH2:10][N:5]1[CH2:4][CH2:3][CH:2]([CH3:1])[CH2:8][O:7][C:6]1=[O:9], predict the reactants needed to synthesize it. (4) The reactants are: [NH2:1][C:2]1[CH:3]=[C:4]([Br:26])[C:5]([C@@H:8]([NH:18][C:19](=[O:25])[O:20][C:21]([CH3:24])([CH3:23])[CH3:22])[CH2:9][C:10]2[CH:15]=[C:14]([F:16])[CH:13]=[C:12]([F:17])[CH:11]=2)=[N:6][CH:7]=1.[Br:27]N1C(=O)CCC1=O. Given the product [NH2:1][C:2]1[CH:3]=[C:4]([Br:26])[C:5]([C@@H:8]([NH:18][C:19](=[O:25])[O:20][C:21]([CH3:23])([CH3:22])[CH3:24])[CH2:9][C:10]2[CH:15]=[C:14]([F:16])[CH:13]=[C:12]([F:17])[CH:11]=2)=[N:6][C:7]=1[Br:27], predict the reactants needed to synthesize it. (5) Given the product [CH3:8][O:9][C:10]1[CH:11]=[CH:12][C:13]2[C:22]3[NH:21][CH2:20][CH2:19][CH2:18][C:17]=3[C:16](=[O:23])[NH:15][C:14]=2[CH:33]=1, predict the reactants needed to synthesize it. The reactants are: FC(F)(F)C(O)=O.[CH3:8][O:9][C:10]1[CH:11]=[CH:12][C:13]2[C:22]3[NH:21][CH2:20][CH2:19][CH2:18][C:17]=3[C:16](=[O:23])[N:15](CC3C=CC(OC)=CC=3)[C:14]=2[CH:33]=1.